Dataset: Full USPTO retrosynthesis dataset with 1.9M reactions from patents (1976-2016). Task: Predict the reactants needed to synthesize the given product. (1) Given the product [CH2:13]([C@H:11]1[CH2:12][NH:8][CH2:9][C@@H:10]1[CH2:20][N:21]([C:28]1[CH:33]=[CH:32][CH:31]=[CH:30][CH:29]=1)[C:22]1[CH:23]=[CH:24][CH:25]=[CH:26][CH:27]=1)[C:14]1[CH:15]=[CH:16][CH:17]=[CH:18][CH:19]=1, predict the reactants needed to synthesize it. The reactants are: C([N:8]1[CH2:12][C@H:11]([CH2:13][C:14]2[CH:19]=[CH:18][CH:17]=[CH:16][CH:15]=2)[C@@H:10]([CH2:20][N:21]([C:28]2[CH:33]=[CH:32][CH:31]=[CH:30][CH:29]=2)[C:22]2[CH:27]=[CH:26][CH:25]=[CH:24][CH:23]=2)[CH2:9]1)C1C=CC=CC=1. (2) Given the product [Cl:1][C:2]1[CH:3]=[CH:4][C:5]([C:6]([NH:8][C:9]2[C:10]([NH:23][C:24]([O:26][CH:27]([CH:34]3[CH2:39][CH2:38][NH:37][CH2:36][CH2:35]3)[C:28]3[CH:29]=[CH:30][N:31]=[CH:32][CH:33]=3)=[O:25])=[CH:11][C:12]([OH:15])=[CH:13][CH:14]=2)=[O:7])=[CH:40][CH:41]=1, predict the reactants needed to synthesize it. The reactants are: [Cl:1][C:2]1[CH:41]=[CH:40][C:5]([C:6]([NH:8][C:9]2[C:10]([NH:23][C:24]([O:26][CH:27]([CH:34]3[CH2:39][CH2:38][NH:37][CH2:36][CH2:35]3)[C:28]3[CH:33]=[CH:32][N:31]=[CH:30][CH:29]=3)=[O:25])=[CH:11][C:12]([O:15][Si](C(C)(C)C)(C)C)=[CH:13][CH:14]=2)=[O:7])=[CH:4][CH:3]=1.Cl. (3) Given the product [Cl:1][C:2]1[C:3]([NH:23][C:24]2[CH:28]=[C:27]([CH3:29])[NH:26][N:25]=2)=[N:4][C:5]([NH:8][C:9]2[CH:14]=[C:13]([CH3:15])[C:12]([CH:16]3[CH2:21][CH2:20][N:19]([CH2:38][CH2:39][C:36]4[O:35][N:34]=[C:33]([CH:30]([CH3:32])[CH3:31])[N:37]=4)[CH2:18][CH2:17]3)=[CH:11][C:10]=2[CH3:22])=[N:6][CH:7]=1, predict the reactants needed to synthesize it. The reactants are: [Cl:1][C:2]1[C:3]([NH:23][C:24]2[CH:28]=[C:27]([CH3:29])[NH:26][N:25]=2)=[N:4][C:5]([NH:8][C:9]2[CH:14]=[C:13]([CH3:15])[C:12]([CH:16]3[CH2:21][CH2:20][NH:19][CH2:18][CH2:17]3)=[CH:11][C:10]=2[CH3:22])=[N:6][CH:7]=1.[CH:30]([C:33]1[N:37]=[CH:36][O:35][N:34]=1)([CH3:32])[CH3:31].[CH3:38][CH2:39]N(C(C)C)C(C)C. (4) The reactants are: FC(F)(F)S(O[C:7]1[CH:24]=[CH:23][C:10]2[CH2:11][CH2:12][N:13]([C:16]([O:18][C:19]([CH3:22])([CH3:21])[CH3:20])=[O:17])[CH2:14][CH2:15][C:9]=2[CH:8]=1)(=O)=O.[CH3:27][N:28](C=O)C. Given the product [C:27]([C:7]1[CH:24]=[CH:23][C:10]2[CH2:11][CH2:12][N:13]([C:16]([O:18][C:19]([CH3:22])([CH3:21])[CH3:20])=[O:17])[CH2:14][CH2:15][C:9]=2[CH:8]=1)#[N:28], predict the reactants needed to synthesize it. (5) Given the product [NH2:8][C:9]1[CH:19]=[C:18]([CH2:20][N:30]2[CH2:34][CH2:33][CH:32]([N:35]3[CH2:36][CH2:37][CH2:38][CH2:39][CH2:40]3)[CH2:31]2)[C:17]([Br:22])=[CH:16][C:10]=1[C:11]([O:13][CH2:14][CH3:15])=[O:12], predict the reactants needed to synthesize it. The reactants are: CC(OC([N:8](C(OC(C)(C)C)=O)[C:9]1[CH:19]=[C:18]([CH2:20]Br)[C:17]([Br:22])=[CH:16][C:10]=1[C:11]([O:13][CH2:14][CH3:15])=[O:12])=O)(C)C.[NH:30]1[CH2:34][CH2:33][CH:32]([N:35]2[CH2:40][CH2:39][CH2:38][CH2:37][CH2:36]2)[CH2:31]1.